Task: Predict the reaction yield, written as a fraction of the theoretical maximum amount of product (1.0 means a 100% yield; for example, 0.34 means a 34% yield).. Dataset: Reaction yield outcomes from USPTO patents with 853,638 reactions (1) The reactants are C[O:2][C:3]([CH:5]1[CH:9]([O:10][Si:11]([C:14]([CH3:17])([CH3:16])[CH3:15])([CH3:13])[CH3:12])[CH2:8][CH2:7][N:6]1[C:18]([O:20][C:21]([CH3:24])([CH3:23])[CH3:22])=[O:19])=O.[Li+].[BH4-]. The catalyst is C1COCC1.CO. The product is [C:21]([O:20][C:18]([N:6]1[CH2:7][CH2:8][CH:9]([O:10][Si:11]([C:14]([CH3:17])([CH3:16])[CH3:15])([CH3:13])[CH3:12])[CH:5]1[CH2:3][OH:2])=[O:19])([CH3:24])([CH3:23])[CH3:22]. The yield is 0.870. (2) The reactants are [Cl:1][C:2]1[S:3][C:4]([C:8]([OH:10])=O)=[C:5]([CH3:7])[N:6]=1.O1CCCC1.C(Cl)(=O)C(Cl)=O.[NH2:22][C:23]1[CH:24]=[C:25]([CH:42]=[CH:43][C:44]=1[CH3:45])[O:26][C:27]1[CH:28]=[CH:29][C:30]2[N:31]([CH:33]=[C:34]([NH:36][C:37]([CH:39]3[CH2:41][CH2:40]3)=[O:38])[N:35]=2)[N:32]=1. The catalyst is CN(C)C=O.CN(C)C(=O)C. The product is [Cl:1][C:2]1[S:3][C:4]([C:8]([NH:22][C:23]2[CH:24]=[C:25]([O:26][C:27]3[CH:28]=[CH:29][C:30]4[N:31]([CH:33]=[C:34]([NH:36][C:37]([CH:39]5[CH2:40][CH2:41]5)=[O:38])[N:35]=4)[N:32]=3)[CH:42]=[CH:43][C:44]=2[CH3:45])=[O:10])=[C:5]([CH3:7])[N:6]=1. The yield is 0.910. (3) The reactants are [OH-].[K+].[N+:3]([C:6]1[CH:11]=[CH:10][CH:9]=[CH:8][C:7]=1[S:12]([NH:15][C:16]1[CH:21]=[CH:20][CH:19]=[CH:18][CH:17]=1)(=[O:14])=[O:13])([O-:5])=[O:4].[Br:22][C:23]1[CH:24]=[CH:25][C:26]2[N:27]([CH2:37][CH2:38][CH2:39]Br)[C:28]3[C:33]([C:34]=2[CH:35]=1)=[CH:32][C:31]([Br:36])=[CH:30][CH:29]=3. The catalyst is CN(C=O)C.CCOC(C)=O. The product is [Br:36][C:31]1[CH:30]=[CH:29][C:28]2[N:27]([CH2:37][CH2:38][CH2:39][N:15]([C:16]3[CH:17]=[CH:18][CH:19]=[CH:20][CH:21]=3)[S:12]([C:7]3[CH:8]=[CH:9][CH:10]=[CH:11][C:6]=3[N+:3]([O-:5])=[O:4])(=[O:14])=[O:13])[C:26]3[C:34]([C:33]=2[CH:32]=1)=[CH:35][C:23]([Br:22])=[CH:24][CH:25]=3. The yield is 0.355. (4) The reactants are [CH3:1][N:2]([CH3:17])[CH:3]1[CH2:7][CH2:6][N:5]([C:8]2[N:16]=[CH:15][CH:14]=[CH:13][C:9]=2[C:10]([OH:12])=O)[CH2:4]1.C1N=CN(C(N2C=NC=C2)=O)C=1.[NH2:30][C:31]1[CH:39]=[CH:38][CH:37]=[C:36]([CH3:40])[C:32]=1[C:33](O)=[O:34]. The catalyst is C(#N)C.O.CN(C=O)C. The product is [CH3:17][N:2]([CH3:1])[CH:3]1[CH2:7][CH2:6][N:5]([C:8]2[C:9]([C:10]3[O:12][C:33](=[O:34])[C:32]4[C:36]([CH3:40])=[CH:37][CH:38]=[CH:39][C:31]=4[N:30]=3)=[CH:13][CH:14]=[CH:15][N:16]=2)[CH2:4]1. The yield is 0.350. (5) The reactants are [F:8][C:7]([F:10])([F:9])[C:6](O[C:6](=[O:11])[C:7]([F:10])([F:9])[F:8])=[O:11].Cl.[NH2:15][CH2:16][CH2:17][O:18][C:19]1[CH:24]=[C:23]([F:25])[CH:22]=[CH:21][C:20]=1[C:26]([N:28]1[CH2:42][C:31]2=[C:32]3[N:37]([N:38]=[C:30]2[CH2:29]1)[C:36]([CH3:39])=[C:35]([Cl:40])[C:34]([CH3:41])=[N:33]3)=[O:27].CCN(C(C)C)C(C)C. The catalyst is C(Cl)Cl. The product is [Cl:40][C:35]1[C:34]([CH3:41])=[N:33][C:32]2[N:37]([N:38]=[C:30]3[CH2:29][N:28]([C:26]([C:20]4[CH:21]=[CH:22][C:23]([F:25])=[CH:24][C:19]=4[O:18][CH2:17][CH2:16][NH:15][C:6](=[O:11])[C:7]([F:8])([F:9])[F:10])=[O:27])[CH2:42][C:31]3=2)[C:36]=1[CH3:39]. The yield is 0.770. (6) The reactants are [CH3:1][O:2][C:3]1[CH:8]=[CH:7][C:6]([OH:9])=[CH:5][CH:4]=1.[CH2:10]([O:12][C:13](=[O:17])[C:14]#[C:15][CH3:16])[CH3:11].N12CCCN=C1CCCCC2. The catalyst is O1CCCC1. The product is [CH2:10]([O:12][C:13](=[O:17])[CH:14]=[C:15]([O:9][C:6]1[CH:7]=[CH:8][C:3]([O:2][CH3:1])=[CH:4][CH:5]=1)[CH3:16])[CH3:11]. The yield is 0.470.